Dataset: Reaction yield outcomes from USPTO patents with 853,638 reactions. Task: Predict the reaction yield, written as a fraction of the theoretical maximum amount of product (1.0 means a 100% yield; for example, 0.34 means a 34% yield). (1) The reactants are [OH:1][C:2]1[CH:3]=[CH:4][C:5]2[N:9]=[C:8]([CH2:10][O:11][C:12]3[CH:13]=[C:14]([CH:19]=[CH:20][CH:21]=3)[C:15]([O:17][CH3:18])=[O:16])[N:7]([CH3:22])[C:6]=2[CH:23]=1.[Br:24][C:25]1[C:26](F)=[N:27][CH:28]=[C:29]([Br:32])[C:30]=1[Cl:31].N1C2C(=CC=C3C=2N=CC=C3)C=CC=1.C(=O)([O-])[O-].[Cs+].[Cs+]. The catalyst is [Cu](I)I.CN(C=O)C. The product is [Br:24][C:25]1[C:26]([O:1][C:2]2[CH:3]=[CH:4][C:5]3[N:9]=[C:8]([CH2:10][O:11][C:12]4[CH:13]=[C:14]([CH:19]=[CH:20][CH:21]=4)[C:15]([O:17][CH3:18])=[O:16])[N:7]([CH3:22])[C:6]=3[CH:23]=2)=[N:27][CH:28]=[C:29]([Br:32])[C:30]=1[Cl:31]. The yield is 0.540. (2) The reactants are [CH3:1][O:2][C:3]1[C:12]([CH3:13])=[C:11]2[C:6]([C:7]([O:23][C@@H:24]3[CH2:28][N:27]([C:29]([O:31][C:32]([CH3:35])([CH3:34])[CH3:33])=[O:30])[C@H:26]([C:36]([O:38]C)=[O:37])[CH2:25]3)=[CH:8][C:9]([C:14]3[S:15][CH:16]=[C:17]([C:19]([F:22])([F:21])[F:20])[N:18]=3)=[N:10]2)=[CH:5][CH:4]=1.O.[OH-].[Li+].Cl. The catalyst is C1COCC1. The product is [C:32]([O:31][C:29]([N:27]1[CH2:28][C@@H:24]([O:23][C:7]2[C:6]3[C:11](=[C:12]([CH3:13])[C:3]([O:2][CH3:1])=[CH:4][CH:5]=3)[N:10]=[C:9]([C:14]3[S:15][CH:16]=[C:17]([C:19]([F:20])([F:22])[F:21])[N:18]=3)[CH:8]=2)[CH2:25][C@H:26]1[C:36]([OH:38])=[O:37])=[O:30])([CH3:35])([CH3:33])[CH3:34]. The yield is 0.920. (3) The reactants are C(N(CC)CC)C.Cl.[NH2:9][CH2:10][C:11]1[CH:19]=[CH:18][CH:17]=[C:16]2[C:12]=1[CH2:13][N:14]([CH:21]1[CH2:26][CH2:25][C:24](=[O:27])[NH:23][C:22]1=[O:28])[C:15]2=[O:20].[CH3:29][N:30]([CH3:34])[C:31](Cl)=[O:32].N12CCCN=C1CCCCC2. The catalyst is C1COCC1. The product is [O:28]=[C:22]1[CH:21]([N:14]2[CH2:13][C:12]3[C:16](=[CH:17][CH:18]=[CH:19][C:11]=3[CH2:10][NH:9][C:31](=[O:32])[N:30]([CH3:34])[CH3:29])[C:15]2=[O:20])[CH2:26][CH2:25][C:24](=[O:27])[NH:23]1. The yield is 0.460. (4) The catalyst is O1CCOCC1. The yield is 0.713. The product is [F:25][C:5]1[CH:6]=[C:7]([N:10]2[CH2:14][C@H:13]([CH2:15][NH:16][C:17](=[O:23])[O:18][C:19]([CH3:22])([CH3:21])[CH3:20])[O:12][C:11]2=[O:24])[CH:8]=[CH:9][C:4]=1[C:1](=[S:35])[NH2:2]. The reactants are [C:1]([C:4]1[CH:9]=[CH:8][C:7]([N:10]2[CH2:14][C@H:13]([CH2:15][NH:16][C:17](=[O:23])[O:18][C:19]([CH3:22])([CH3:21])[CH3:20])[O:12][C:11]2=[O:24])=[CH:6][C:5]=1[F:25])(=O)[NH2:2].COC1C=CC(P2(SP(C3C=CC(OC)=CC=3)(=S)S2)=[S:35])=CC=1. (5) The reactants are [CH3:1][N:2]1[CH2:7][CH2:6][N:5]([CH2:8][C:9]2[CH:17]=[CH:16][C:12]([C:13]([OH:15])=O)=[CH:11][CH:10]=2)[CH2:4][CH2:3]1.O=S(Cl)Cl.[NH2:22][C:23]1[CH:24]=[CH:25][C:26]([CH3:42])=[C:27]([NH:29][C:30]2C=[C:34]([C:36]3[CH:37]=[N:38][CH:39]=[CH:40][CH:41]=3)[CH:33]=[CH:32][N:31]=2)[CH:28]=1.[NH4+:43].[OH-]. The catalyst is N1C=CC=CC=1.O. The product is [CH3:42][C:26]1[CH:25]=[CH:24][C:23]([NH:22][C:13]([C:12]2[CH:16]=[CH:17][C:9]([CH2:8][N:5]3[CH2:4][CH2:3][N:2]([CH3:1])[CH2:7][CH2:6]3)=[CH:10][CH:11]=2)=[O:15])=[CH:28][C:27]=1[NH:29][C:30]1[N:31]=[CH:32][CH:33]=[C:34]([C:36]2[CH:41]=[CH:40][CH:39]=[N:38][CH:37]=2)[N:43]=1. The yield is 0.880. (6) The reactants are [NH:1]1[C:9]2[C:4](=[CH:5][CH:6]=[C:7](/[CH:10]=[CH:11]/[C:12](=[O:17])[CH2:13][C:14](=[O:16])[CH3:15])[CH:8]=2)[CH:3]=[CH:2]1.[B]=O.[O:20]1[CH2:25][CH2:24][N:23]([CH2:26][CH2:27][O:28][C:29]2[CH:36]=[CH:35][C:32]([CH:33]=O)=[CH:31][CH:30]=2)[CH2:22][CH2:21]1.B(OCCCC)(OCCCC)OCCCC.N1CCCCC1.C([O-])([O-])=O.[K+].[K+]. The catalyst is C1COCC1.CCOC(C)=O. The product is [NH:1]1[C:9]2[C:4](=[CH:5][CH:6]=[C:7](/[CH:10]=[CH:11]/[C:12](=[O:17])[CH2:13][C:14](=[O:16])/[CH:15]=[CH:33]/[C:32]3[CH:35]=[CH:36][C:29]([O:28][CH2:27][CH2:26][N:23]4[CH2:24][CH2:25][O:20][CH2:21][CH2:22]4)=[CH:30][CH:31]=3)[CH:8]=2)[CH:3]=[CH:2]1. The yield is 0.330. (7) The reactants are O=[C:2]1[CH2:7][CH2:6][CH:5]([N:8]2[C:13](=[O:14])[C:12]([CH2:15][C:16]3[CH:21]=[CH:20][C:19]([C:22]4[CH:27]=[CH:26][CH:25]=[CH:24][C:23]=4[C:28]4[NH:32][C:31](=[O:33])[O:30][N:29]=4)=[CH:18][CH:17]=3)=[C:11]([CH2:34][CH2:35][CH3:36])[N:10]3[N:37]=[CH:38][N:39]=[C:9]23)[CH2:4][CH2:3]1.[NH2:40][O:41][CH:42]1[CH2:47][CH2:46][O:45][CH2:44][CH2:43]1.N1C=CC=CC=1.Cl. The product is [O:33]=[C:31]1[O:30][N:29]=[C:28]([C:23]2[CH:24]=[CH:25][CH:26]=[CH:27][C:22]=2[C:19]2[CH:18]=[CH:17][C:16]([CH2:15][C:12]3[C:13](=[O:14])[N:8]([CH:5]4[CH2:4][CH2:3][C:2](=[N:40][O:41][CH:42]5[CH2:47][CH2:46][O:45][CH2:44][CH2:43]5)[CH2:7][CH2:6]4)[C:9]4[N:10]([N:37]=[CH:38][N:39]=4)[C:11]=3[CH2:34][CH2:35][CH3:36])=[CH:21][CH:20]=2)[NH:32]1. The catalyst is O.C(OCC)(=O)C. The yield is 0.760. (8) The reactants are [S:1]1[C:5]2[CH2:6][CH2:7][CH2:8][CH2:9][C:4]=2[N:3]=[C:2]1[NH2:10].[N:11]1([C:16](N2C=CN=C2)=[S:17])[CH:15]=[CH:14][N:13]=[CH:12]1. The catalyst is C(#N)C. The product is [S:1]1[C:5]2[CH2:6][CH2:7][CH2:8][CH2:9][C:4]=2[N:3]=[C:2]1[NH:10][C:16]([N:11]1[CH:15]=[CH:14][N:13]=[CH:12]1)=[S:17]. The yield is 0.700. (9) The reactants are [NH2:1][C:2]1[CH:7]=[CH:6][CH:5]=[CH:4][CH:3]=1.[Cl:8][C:9]1[N:14]=[C:13](Cl)[C:12]([Cl:16])=[CH:11][N:10]=1.C(=O)([O-])[O-].[K+].[K+]. The catalyst is C(O)C. The product is [Cl:8][C:9]1[N:14]=[C:13]([NH:1][C:2]2[CH:7]=[CH:6][CH:5]=[CH:4][CH:3]=2)[C:12]([Cl:16])=[CH:11][N:10]=1. The yield is 0.700.